This data is from Catalyst prediction with 721,799 reactions and 888 catalyst types from USPTO. The task is: Predict which catalyst facilitates the given reaction. (1) Reactant: [CH2:1]([O:3][C:4]([C:6]1[CH:10]=[C:9]([C:11]2[CH:15]=[CH:14][N:13](S(C3C=CC=CC=3)(=O)=O)[CH:12]=2)[N:8]([C:25]2[CH:26]=[N:27][C:28]([CH3:31])=[CH:29][CH:30]=2)[N:7]=1)=[O:5])[CH3:2].[O-]CC.[Na+].C(O)C.Cl.C(O)C. Product: [CH2:1]([O:3][C:4]([C:6]1[CH:10]=[C:9]([C:11]2[CH:15]=[CH:14][NH:13][CH:12]=2)[N:8]([C:25]2[CH:26]=[N:27][C:28]([CH3:31])=[CH:29][CH:30]=2)[N:7]=1)=[O:5])[CH3:2]. The catalyst class is: 8. (2) Reactant: C(=O)([O-])[O-].[Na+].[Na+].[Cl:7][C:8]1[C:13]([NH2:14])=[CH:12][CH:11]=[C:10]([Cl:15])[N:9]=1.[C:16](Cl)(Cl)=[S:17]. Product: [Cl:7][C:8]1[C:13]([N:14]=[C:16]=[S:17])=[CH:12][CH:11]=[C:10]([Cl:15])[N:9]=1. The catalyst class is: 2. (3) Reactant: ON1C2C=CC=CC=2N=N1.Cl.C(N=C=NCCCN(C)C)C.[Br:23][C:24]1[CH:32]=[C:31]([CH3:33])[CH:30]=[CH:29][C:25]=1[C:26](O)=[O:27].Cl.[CH3:35][NH:36][O:37][CH3:38].Cl. Product: [Br:23][C:24]1[CH:32]=[C:31]([CH3:33])[CH:30]=[CH:29][C:25]=1[C:26]([N:36]([CH3:35])[O:37][CH3:38])=[O:27]. The catalyst class is: 119. (4) Reactant: [CH3:1][N:2]1[CH2:15][CH2:14][C:5]2[NH:6][C:7]3[CH:8]=[CH:9][C:10]([CH3:13])=[CH:11][C:12]=3[C:4]=2[CH2:3]1.[F:16][C:17]([F:28])([F:27])[N:18]1[CH:23]=[C:22]([CH:24]=[CH2:25])[CH:21]=[CH:20][C:19]1=[O:26].[OH-].[K+]. Product: [F:27][C:17]([F:16])([F:28])[N:18]1[CH:23]=[C:22]([CH2:24][CH2:25][N:6]2[C:7]3[CH:8]=[CH:9][C:10]([CH3:13])=[CH:11][C:12]=3[C:4]3[CH2:3][N:2]([CH3:1])[CH2:15][CH2:14][C:5]2=3)[CH:21]=[CH:20][C:19]1=[O:26]. The catalyst class is: 37.